This data is from Forward reaction prediction with 1.9M reactions from USPTO patents (1976-2016). The task is: Predict the product of the given reaction. (1) Given the reactants CO[C:3]([C:5]1[C:6]([OH:34])=[C:7]2[C:12](=[C:13]([C:15]3[CH:16]=[N:17][CH:18]=[CH:19][CH:20]=3)[N:14]=1)[N:11]([C:21]1[CH:26]=[CH:25][CH:24]=[CH:23][CH:22]=1)[C:10](=[O:27])[C:9]([C:28]1[CH:33]=[CH:32][CH:31]=[CH:30][CH:29]=1)=[CH:8]2)=[O:4].[NH2:35][CH2:36][CH2:37][C:38]([OH:40])=[O:39].C[O-].[Na+], predict the reaction product. The product is: [OH:34][C:6]1[C:5]([C:3]([NH:35][CH2:36][CH2:37][C:38]([OH:40])=[O:39])=[O:4])=[N:14][C:13]([C:15]2[CH:16]=[N:17][CH:18]=[CH:19][CH:20]=2)=[C:12]2[C:7]=1[CH:8]=[C:9]([C:28]1[CH:29]=[CH:30][CH:31]=[CH:32][CH:33]=1)[C:10](=[O:27])[N:11]2[C:21]1[CH:26]=[CH:25][CH:24]=[CH:23][CH:22]=1. (2) Given the reactants [C:1](Br)(=[O:17])[CH2:2][CH2:3][CH2:4][CH2:5][CH2:6][CH2:7][CH2:8][CH2:9][CH2:10][CH2:11][CH2:12][CH2:13][CH2:14][CH2:15][CH3:16].[NH2:19][C@H:20]([C:22]([OH:24])=[O:23])[CH3:21].N1C=CC=CC=1.[C:31](=[O:33])=[O:32], predict the reaction product. The product is: [C:1]([NH:19][CH:20]([CH2:21][C:31]([OH:33])=[O:32])[C:22]([OH:24])=[O:23])(=[O:17])[CH2:2][CH2:3][CH2:4][CH2:5][CH2:6][CH2:7][CH2:8][CH2:9][CH2:10][CH2:11][CH2:12][CH2:13][CH2:14][CH2:15][CH3:16]. (3) Given the reactants [F:1][C:2]1[CH:3]=[CH:4][C:5]2[S:11][CH2:10][CH2:9][CH2:8][NH:7][C:6]=2[CH:12]=1.[N:13]([O-])=[O:14].[Na+].O, predict the reaction product. The product is: [F:1][C:2]1[CH:3]=[CH:4][C:5]2[S:11][CH2:10][CH2:9][CH2:8][N:7]([N:13]=[O:14])[C:6]=2[CH:12]=1.